Predict the reactants needed to synthesize the given product. From a dataset of Retrosynthesis with 50K atom-mapped reactions and 10 reaction types from USPTO. (1) Given the product N#CCCNCc1ccc(C#Cc2cncnc2Nc2ccc(OCc3cccc(F)c3)c(Cl)c2)o1, predict the reactants needed to synthesize it. The reactants are: N#CCCN.O=Cc1ccc(C#Cc2cncnc2Nc2ccc(OCc3cccc(F)c3)c(Cl)c2)o1. (2) Given the product CCCCCCC(C)O, predict the reactants needed to synthesize it. The reactants are: CCCCCCC(C)=O. (3) Given the product O=C(O)C(F)(F)F, predict the reactants needed to synthesize it. The reactants are: CC(C)(C)OC(=O)Nc1ccc(-n2c(=O)[nH]c3ccccc3c2=O)cc1. (4) Given the product C[C@@H]1C[C@H]2[C@@H]3CCC4=CC(=O)C=C[C@]4(C)[C@@]3(F)[C@@H](O)C[C@]2(C)[C@@]1(O)C(=O)CO, predict the reactants needed to synthesize it. The reactants are: C[C@@H]1C[C@H]2[C@@H]3C[C@H](F)C4=CC(=O)C=C[C@]4(C)[C@@]3(F)[C@@H](O)C[C@]2(C)[C@@]1(O)C(=O)CO. (5) Given the product COc1c(OCCCS(=O)(=O)N2CCOCC2)ccc2c1N=C(NC(=O)c1ccc(N)nc1)N1CCN=C21, predict the reactants needed to synthesize it. The reactants are: COc1c(OCCCS(=O)(=O)N2CCOCC2)ccc2c1N=C(N)N1CCN=C21.Nc1ccc(C(=O)O)cn1. (6) Given the product N#Cc1cn(C2CCCC2)nc1N, predict the reactants needed to synthesize it. The reactants are: BrC1CCCC1.N#Cc1c[nH]nc1N.